From a dataset of Peptide-MHC class II binding affinity with 134,281 pairs from IEDB. Regression. Given a peptide amino acid sequence and an MHC pseudo amino acid sequence, predict their binding affinity value. This is MHC class II binding data. (1) The peptide sequence is FGQNTSAIAAAEAQY. The MHC is HLA-DQA10101-DQB10501 with pseudo-sequence HLA-DQA10101-DQB10501. The binding affinity (normalized) is 0.00668. (2) The peptide sequence is PFTVRYTTEGGTKTE. The MHC is HLA-DPA10103-DPB10401 with pseudo-sequence HLA-DPA10103-DPB10401. The binding affinity (normalized) is 0.132. (3) The binding affinity (normalized) is 0.381. The MHC is DRB1_0701 with pseudo-sequence DRB1_0701. The peptide sequence is VKQIKVRVDMVRHRI. (4) The peptide sequence is AVTYYKEADYSQIPI. The MHC is HLA-DQA10501-DQB10201 with pseudo-sequence HLA-DQA10501-DQB10201. The binding affinity (normalized) is 0.227. (5) The peptide sequence is GDGFIDFNEFISFCN. The binding affinity (normalized) is 0.325. The MHC is DRB1_0901 with pseudo-sequence DRB1_0901. (6) The peptide sequence is QTLTILIRTGLLVIS. The MHC is DRB1_1501 with pseudo-sequence DRB1_1501. The binding affinity (normalized) is 0.654. (7) The peptide sequence is YDKFLANVSNVLTGK. The MHC is DRB1_0401 with pseudo-sequence DRB1_0401. The binding affinity (normalized) is 0.155. (8) The peptide sequence is FAGAWCVPKVTFTVE. The MHC is HLA-DPA10103-DPB10201 with pseudo-sequence HLA-DPA10103-DPB10201. The binding affinity (normalized) is 0.113.